From a dataset of Experimentally validated miRNA-target interactions with 360,000+ pairs, plus equal number of negative samples. Binary Classification. Given a miRNA mature sequence and a target amino acid sequence, predict their likelihood of interaction. (1) The miRNA is mmu-miR-3472 with sequence UAAUAGCCAGAAGCUGGAAGGAACC. The protein sequence of the target gene is MALQLWALTLLGLLGAGASLRPRKLDFFRSEKELNHLAVDEASGVVYLGAVNALYQLDAKLQLEQQVATGPALDNKKCTPPIEASQCHEAEMTDNVNQLLLLDPPRKRLVECGSLFKGICALRALSNISLRLFYEDGSGEKSFVASNDEGVATVGLVSSTGPGGDRVLFVGKGNGPHDNGIIVSTRLLDRTDSREAFEAYTDHATYKAGYLSTNTQQFVAAFEDGPYVFFVFNQQDKHPARNRTLLARMCREDPNYYSYLEMDLQCRDPDIHAAAFGTCLAASVAAPGSGRVLYAVFSRD.... Result: 0 (no interaction). (2) The miRNA is hsa-miR-519b-5p with sequence CUCUAGAGGGAAGCGCUUUCUG. The protein sequence of the target gene is MEALLLGAGLLLGAYVLVYYNLVKAPPCGGMGNLRGRTAVVTGANSGIGKMTALELARRGARVVLACRSQERGEAAAFDLRQESGNNEVIFMALDLASLASVRAFATAFLSSEPRLDILIHNAGISSCGRTREAFNLLLRVNHIGPFLLTHLLLPCLKACAPSRVVVVASAAHCRGRLDFKRLDRPVVGWRQELRAYADTKLANVLFARELANQLEATGVTCYAAHPGPVNSELFLRHVPGWLRPLLRPLAWLVLRAPRGGAQTPLYCALQEGIEPLSGRYFANCHVEEVPPAARDDRAA.... Result: 0 (no interaction).